The task is: Predict the reactants needed to synthesize the given product.. This data is from Full USPTO retrosynthesis dataset with 1.9M reactions from patents (1976-2016). (1) Given the product [Br:1][C:2]1[CH:3]=[C:4]([N:9]([S:16]([C:10]2[CH:15]=[CH:14][CH:13]=[CH:12][CH:11]=2)(=[O:18])=[O:17])[S:16]([C:10]2[CH:15]=[CH:14][CH:13]=[CH:12][CH:11]=2)(=[O:18])=[O:17])[C:5]([Cl:8])=[N:6][CH:7]=1, predict the reactants needed to synthesize it. The reactants are: [Br:1][C:2]1[CH:3]=[C:4]([NH2:9])[C:5]([Cl:8])=[N:6][CH:7]=1.[C:10]1([S:16](Cl)(=[O:18])=[O:17])[CH:15]=[CH:14][CH:13]=[CH:12][CH:11]=1.Cl. (2) Given the product [Br:1][C:2]1([C:31]2[CH:32]=[CH:33][C:34]([OH:37])=[CH:35][CH:36]=2)[C:6]([C:7]2[CH:8]=[CH:9][CH:10]=[CH:11][CH:12]=2)=[C:5]([C:13]2[CH:18]=[CH:17][CH:16]=[CH:15][CH:14]=2)[C:4]([C:19]2[CH:24]=[CH:23][CH:22]=[CH:21][CH:20]=2)=[C:3]1[C:25]1[CH:26]=[CH:27][CH:28]=[CH:29][CH:30]=1, predict the reactants needed to synthesize it. The reactants are: [Br:1][C:2]1([C:31]2[CH:36]=[CH:35][C:34]([O:37]C)=[CH:33][CH:32]=2)[C:6]([C:7]2[CH:12]=[CH:11][CH:10]=[CH:9][CH:8]=2)=[C:5]([C:13]2[CH:18]=[CH:17][CH:16]=[CH:15][CH:14]=2)[C:4]([C:19]2[CH:24]=[CH:23][CH:22]=[CH:21][CH:20]=2)=[C:3]1[C:25]1[CH:30]=[CH:29][CH:28]=[CH:27][CH:26]=1. (3) Given the product [CH3:20][O:21][C:22]([C:24]1[CH:25]=[C:26]2[C:30](=[CH:31][CH:32]=1)[N:29]([C:15]([C:10]1[C:9]([C:6]3[CH:5]=[CH:4][C:3]([C:2]([F:1])([F:19])[F:18])=[CH:8][CH:7]=3)=[CH:14][CH:13]=[CH:12][CH:11]=1)=[O:17])[CH2:28][CH2:27]2)=[O:23], predict the reactants needed to synthesize it. The reactants are: [F:1][C:2]([F:19])([F:18])[C:3]1[CH:8]=[CH:7][C:6]([C:9]2[C:10]([C:15]([OH:17])=O)=[CH:11][CH:12]=[CH:13][CH:14]=2)=[CH:5][CH:4]=1.[CH3:20][O:21][C:22]([C:24]1[CH:25]=[C:26]2[C:30](=[CH:31][CH:32]=1)[NH:29][CH2:28][CH2:27]2)=[O:23].C1CN([P+](Br)(N2CCCC2)N2CCCC2)CC1.F[P-](F)(F)(F)(F)F.CCN(C(C)C)C(C)C. (4) Given the product [CH3:9][O:8][C:6]1[CH:7]=[C:2]2[C:3]([C:10](=[O:12])[CH2:11][C:14]3([O:1]2)[CH2:17][CH:16]([C:18]([O:20][CH3:21])=[O:19])[CH2:15]3)=[CH:4][CH:5]=1, predict the reactants needed to synthesize it. The reactants are: [OH:1][C:2]1[CH:7]=[C:6]([O:8][CH3:9])[CH:5]=[CH:4][C:3]=1[C:10](=[O:12])[CH3:11].O=[C:14]1[CH2:17][CH:16]([C:18]([O:20][CH3:21])=[O:19])[CH2:15]1.N1CCCC1. (5) Given the product [Cl:17][C:16]1[C:7]([CH2:6][N:4]2[CH2:5][CH:2]([NH:1][S:45]([NH:48][C:49](=[O:50])[O:51][C:52]([CH3:54])([CH3:53])[CH3:55])(=[O:46])=[O:47])[CH2:3]2)=[C:8]([C:33]([F:34])([F:35])[F:36])[CH:9]=[C:10]2[C:15]=1[NH:14][C:13](=[O:18])[N:12]([CH2:19][C:20]1[CH:25]=[C:24]([Cl:26])[CH:23]=[CH:22][C:21]=1[S:27]([CH2:30][CH3:31])(=[O:29])=[O:28])[C:11]2=[O:32], predict the reactants needed to synthesize it. The reactants are: [NH2:1][CH:2]1[CH2:5][N:4]([CH2:6][C:7]2[C:16]([Cl:17])=[C:15]3[C:10]([C:11](=[O:32])[N:12]([CH2:19][C:20]4[CH:25]=[C:24]([Cl:26])[CH:23]=[CH:22][C:21]=4[S:27]([CH2:30][CH3:31])(=[O:29])=[O:28])[C:13](=[O:18])[NH:14]3)=[CH:9][C:8]=2[C:33]([F:36])([F:35])[F:34])[CH2:3]1.C[N+](C)=C1C=CN([S:45]([N-:48][C:49]([O:51][C:52]([CH3:55])([CH3:54])[CH3:53])=[O:50])(=[O:47])=[O:46])C=C1.O.C(OCC)(=O)C. (6) Given the product [CH:1]1([C:4]2[CH:11]=[CH:10][CH:9]=[C:8]([CH2:12][CH3:13])[C:5]=2[C:6]([OH:15])=[O:7])[CH2:2][CH2:3]1, predict the reactants needed to synthesize it. The reactants are: [CH:1]1([C:4]2[CH:11]=[CH:10][CH:9]=[C:8]([CH2:12][CH3:13])[C:5]=2[CH:6]=[O:7])[CH2:3][CH2:2]1.Cl([O-])=[O:15].[Na+].P([O-])(O)(O)=O.[Na+]. (7) Given the product [Cl:19][C:5]1[CH:4]=[CH:3][C:2]([C@@:35]2([O:56][CH3:21])[C@H:34]([OH:33])[C@@H:39]([OH:40])[C@H:38]([OH:45])[C@@H:37]([CH2:50][OH:51])[O:36]2)=[CH:7][C:6]=1[CH2:8][C:9]1[CH:14]=[CH:13][C:12]([O:15][CH2:16][CH3:17])=[C:11]([F:18])[CH:10]=1, predict the reactants needed to synthesize it. The reactants are: Br[C:2]1[CH:3]=[CH:4][C:5]([Cl:19])=[C:6]([CH2:8][C:9]2[CH:14]=[CH:13][C:12]([O:15][CH2:16][CH3:17])=[C:11]([F:18])[CH:10]=2)[CH:7]=1.[Li][CH2:21]CCC.CCCCCC.C[Si](C)(C)[O:33][C@@H:34]1[C@@H:39]([O:40][Si](C)(C)C)[C@H:38]([O:45][Si](C)(C)C)[C@@H:37]([CH2:50][O:51][Si](C)(C)C)[O:36][C:35]1=[O:56].CS(O)(=O)=O.